Dataset: Reaction yield outcomes from USPTO patents with 853,638 reactions. Task: Predict the reaction yield, written as a fraction of the theoretical maximum amount of product (1.0 means a 100% yield; for example, 0.34 means a 34% yield). The reactants are [H-].[Na+].[CH2:3]1[CH2:7][O:6][CH2:5][CH2:4]1.[O:8]1[CH2:12][CH2:11][CH:10]([CH:13]=O)[CH2:9]1.CN(C=[O:19])C. The catalyst is O. The product is [O:6]1[CH2:7][CH2:3][CH:4](/[CH:13]=[CH:10]/[C:9]([O:8][CH2:12][CH3:11])=[O:19])[CH2:5]1. The yield is 0.520.